Task: Binary Classification. Given a miRNA mature sequence and a target amino acid sequence, predict their likelihood of interaction.. Dataset: Experimentally validated miRNA-target interactions with 360,000+ pairs, plus equal number of negative samples (1) The miRNA is hsa-miR-192-5p with sequence CUGACCUAUGAAUUGACAGCC. The protein sequence of the target gene is MPRRRKNLGGNPFRKTANPKEVVVSSVASREEPTTTLPSMGETKVDQEELFTSISEIFSDLDPDVVYLMLSECDFKVENAMDCLLELSATDTKIEESSSQSFVASENQVGAAESKIMEKRPEEESEDSKMDSFLDMQLTEDLDSLIQNAFEKLNSSPDDQVYSFLPSQDVNSFNDSSEFINPDSSNMTPIFSTQNMNLNGENLENSGSTLSLNPLPSHSVLNESKCFIKDNTLALESNYPEDSLLSSSLNVASDSIAGCSSLNQKQKELLESECVEAQFSEAPVDLDASEPQACLNLPGL.... Result: 1 (interaction). (2) Result: 0 (no interaction). The miRNA is mmu-miR-18a-5p with sequence UAAGGUGCAUCUAGUGCAGAUAG. The protein sequence of the target gene is MSLQRFLQRQGSNGNLEYCADSAYGSYSVLTGQLTMEDNRRIQVLADTVATLPRGRKQLALARSSSLGDFSWSQRKVVTVEKQDNGTFGFEIQTYRLQNQNICSSEVCTMICKVQEDSPAHCAGLQVGDIFANVNGVSTEGFTHKQVVDLIRSSGNLLTIETLNGTMIHRRAELEAKLQTLKQTLKKKWVELRSLHLQEQRLLHGDTANSPNLENMDLDESSLFGNLLGPSPALLDRHRLSSESSCKSWLSSLTVDSEDGYRSSMSEDSIRGAFSRQTSTDDECFHSKDGDEILRNASSR.... (3) The miRNA is hsa-let-7b-5p with sequence UGAGGUAGUAGGUUGUGUGGUU. The protein sequence of the target gene is MAGVFPYRGPGNPVPGPLAPLPDYMSEEKLQEKARKWQQLQAKRYAEKRKFGFVDAQKEDMPPEHVRKIIRDHGDMTNRKFRHDKRVYLGALKYMPHAVLKLLENMPMPWEQIRDVPVLYHITGAISFVNEIPWVIEPVYISQWGSMWIMMRREKRDRRHFKRMRFPPFDDEEPPLDYADNILDVEPLEAIQLELDPEEDAPVLDWFYDHQPLRDSRKYVNGSTYQRWQFTLPMMSTLYRLANQLLTDLVDDNYFYLFDLKAFFTSKALNMAIPGGPKFEPLVRDINLQDEDWNEFNDIN.... Result: 1 (interaction). (4) The miRNA is hsa-miR-5187-3p with sequence ACUGAAUCCUCUUUUCCUCAG. The protein sequence of the target gene is MPPSPLDDRVVVALSRPVRPQDLNLCLDSSYLGSASPGSGSHAPVLATAVVTLKAANLTYMPSSSGSARSLNCGCSSTSCCTVATYDKDHQAQTQAIAAGTATTAIGTSTTCPANQMVNNNENTGSVLSPSGGVGSPVSGTPKQLASIKIIYPNDLAKKMTKCSKSHLPSQGPVIIDCRPFMEYNKSHIQGAVHINCADKISRRRLQQGKITVLDLISCREGKDSFKRIFSKEIIVYDENTNEPSRVTPSQPLHIVLESLKREGKEPLVLKGGLSSFKQNHGNLCDNSLQLQECREVGGG.... Result: 0 (no interaction). (5) The miRNA is hsa-miR-511-5p with sequence GUGUCUUUUGCUCUGCAGUCA. The protein sequence of the target gene is MLFIFPLSLPWRPSCWKESCSTGQRQAGRSREDSVTPPPSSPWPTPPAGAMSTKQEARRDEGEARTRGQEAQLRDRAHLSQQRRLKQATQFLHKDSADLLPLDSLKRLGTSKDLQPRSVIQRRLVEGNPNWLQGEPPRMQDLIHGQESRRKTSRTEIPALLVNCKCQDQLLRVAVDTGTQYNRISAGCLSRLGLEKRVLKASAGDLAPGPPTQVEQLELQLGQETVVCSAQVVDAESPEFCLGLQTLLSLKCCIDLEHGVLRLKAPFSELPFLPLYQEPGQ. Result: 1 (interaction). (6) The miRNA is mmu-miR-7018-5p with sequence GUGAGCAGACAGGGAGUGGUGGGG. The protein sequence of the target gene is MVQKSRNGGVYPGPSGEKKLKVGFVGLDPGAPDSTRDGALLIAGSEAPKRGSILSKPRAGGAGAGKPPKRNAFYRKLQNFLYNVLERPRGWAFIYHAYVFLLVFSCLVLSVFSTIKEYEKSSEGALYILEIVTIVVFGVEYFVRIWAAGCCCRYRGWRGRLKFARKPFCVIDIMVLIASIAVLAAGSQGNVFATSALRSLRFLQILRMIRMDRRGGTWKLLGSVVYAHSKELVTAWYIGFLCLILASFLVYLAEKGENDHFDTYADALWWGLITLTTIGYGDKYPQTWNGRLLAATFTLI.... Result: 0 (no interaction).